From a dataset of Catalyst prediction with 721,799 reactions and 888 catalyst types from USPTO. Predict which catalyst facilitates the given reaction. (1) Reactant: Cl[C:2]1[C:7]([C:8]#[N:9])=[CH:6][N:5]=[C:4]([S:10][CH3:11])[N:3]=1.Cl.[NH2:13][C@H:14]1[CH2:19][C@@H:18]([OH:20])[C@H:17]([CH3:21])[CH2:16][CH2:15]1.CCN(C(C)C)C(C)C. Product: [OH:20][C@H:18]1[C@H:17]([CH3:21])[CH2:16][CH2:15][C@@H:14]([NH:13][C:2]2[C:7]([C:8]#[N:9])=[CH:6][N:5]=[C:4]([S:10][CH3:11])[N:3]=2)[CH2:19]1. The catalyst class is: 3. (2) Reactant: [C:1]([C:3]1[CH:11]=[CH:10][C:6]([C:7]([OH:9])=O)=[C:5]([F:12])[CH:4]=1)#[N:2].[NH2:13][C:14]1[CH:15]=[C:16]([S:20]([NH2:23])(=[O:22])=[O:21])[CH:17]=[CH:18][CH:19]=1.CCN=C=NCCCN(C)C.C1C=CC2N(O)N=NC=2C=1.CN1CCOCC1.Cl. Product: [C:1]([C:3]1[CH:11]=[CH:10][C:6]([C:7]([NH:13][C:14]2[CH:19]=[CH:18][CH:17]=[C:16]([S:20](=[O:22])(=[O:21])[NH2:23])[CH:15]=2)=[O:9])=[C:5]([F:12])[CH:4]=1)#[N:2]. The catalyst class is: 3. (3) Reactant: CC([Si](C)(C)O[C@H]1[C@H]([N:13]2[CH2:17][CH2:16][CH2:15][C:14]2=[O:18])CCN(C(OC(C)(C)C)=O)C1)(C)C.[C:28]([OH:34])([C:30]([F:33])([F:32])[F:31])=[O:29]. Product: [OH:34][C:28]([C:30]([F:33])([F:32])[F:31])=[O:29].[NH:13]1[CH2:17][CH2:16][CH2:15][C:14]1=[O:18]. The catalyst class is: 2. (4) Reactant: C(N1C=CN=C1)(N1C=CN=C1)=O.[Br:13][C:14]1[CH:15]=[C:16]([CH:20]=[CH:21][C:22]=1[Cl:23])[C:17](O)=[O:18].C(N(CC)CC)C.Cl.[CH3:32][NH:33][O:34][CH3:35]. Product: [Br:13][C:14]1[CH:15]=[C:16]([CH:20]=[CH:21][C:22]=1[Cl:23])[C:17]([N:33]([O:34][CH3:35])[CH3:32])=[O:18]. The catalyst class is: 46. (5) Reactant: CS(O)(=O)=O.[NH2:6][CH:7]([CH2:10][CH2:11][CH2:12][CH3:13])[CH2:8][OH:9].[C:14]([OH:25])(=O)[CH2:15][CH2:16][S:17][S:18][CH2:19][CH2:20][C:21]([OH:23])=[O:22]. Product: [C:21]([O:23][CH2:8][CH:7]([NH2:6])[CH2:10][CH2:11][CH2:12][CH3:13])(=[O:22])[CH2:20][CH2:19][S:18][S:17][CH2:16][CH2:15][C:14]([O:9][CH2:8][CH:7]([NH2:6])[CH2:10][CH2:11][CH2:12][CH3:13])=[O:25]. The catalyst class is: 824. (6) Reactant: [C:1]([CH2:3][C:4](=O)[C:5]([O:7][CH2:8][CH3:9])=[O:6])#[N:2].[F:11][C:12]1[CH:20]=[CH:19][CH:18]=[CH:17][C:13]=1[CH2:14][NH:15][NH2:16]. Product: [NH2:2][C:1]1[N:15]([CH2:14][C:13]2[CH:17]=[CH:18][CH:19]=[CH:20][C:12]=2[F:11])[N:16]=[C:4]([C:5]([O:7][CH2:8][CH3:9])=[O:6])[CH:3]=1. The catalyst class is: 12.